Dataset: Full USPTO retrosynthesis dataset with 1.9M reactions from patents (1976-2016). Task: Predict the reactants needed to synthesize the given product. (1) Given the product [S:8]1[C:12]([C:13]2[N:14]3[CH2:20][CH2:19][N:18]=[C:15]3[S:16][CH:17]=2)=[CH:11][C:10]2[CH:21]=[CH:22][CH:23]=[CH:24][C:9]1=2, predict the reactants needed to synthesize it. The reactants are: C(=O)([O-])[O-].[Na+].[Na+].Br.[S:8]1[C:12]([C:13]2[N:14]3[CH2:20][CH2:19][N:18]=[C:15]3[S:16][CH:17]=2)=[CH:11][C:10]2[CH:21]=[CH:22][CH:23]=[CH:24][C:9]1=2. (2) Given the product [CH2:27]([N:26]([CH2:19][C:20]1[CH:25]=[CH:24][CH:23]=[CH:22][CH:21]=1)[S:8]([C:3]1[CH:4]=[CH:5][CH:6]=[CH:7][C:2]=1[Br:1])(=[O:10])=[O:9])[C:28]1[CH:33]=[CH:32][CH:31]=[CH:30][CH:29]=1, predict the reactants needed to synthesize it. The reactants are: [Br:1][C:2]1[CH:7]=[CH:6][CH:5]=[CH:4][C:3]=1[S:8](Cl)(=[O:10])=[O:9].C(N(CC)CC)C.[CH2:19]([NH:26][CH2:27][C:28]1[CH:33]=[CH:32][CH:31]=[CH:30][CH:29]=1)[C:20]1[CH:25]=[CH:24][CH:23]=[CH:22][CH:21]=1. (3) Given the product [CH:1]1([C:4]2[C:14]3[CH2:13][CH2:12][N:11]([C:15]([O:17][C:18]([CH3:21])([CH3:20])[CH3:19])=[O:16])[CH2:10][CH2:9][C:8]=3[CH:7]=[C:6]3[O:22][CH2:23][CH2:24][N:25]([CH2:26][C@@H:27]([O:40][CH3:41])[CH2:28][F:42])[C:5]=23)[CH2:3][CH2:2]1, predict the reactants needed to synthesize it. The reactants are: [CH:1]1([C:4]2[C:14]3[CH2:13][CH2:12][N:11]([C:15]([O:17][C:18]([CH3:21])([CH3:20])[CH3:19])=[O:16])[CH2:10][CH2:9][C:8]=3[CH:7]=[C:6]3[O:22][CH2:23][CH2:24][N:25]([CH2:26][C@@H:27]([O:40][CH3:41])[CH2:28]OS(C4C=CC(C)=CC=4)(=O)=O)[C:5]=23)[CH2:3][CH2:2]1.[F-:42].C([N+](CCCC)(CCCC)CCCC)CCC.C(=O)([O-])O.[Na+]. (4) Given the product [CH2:43]([O:42][CH:37]([O:36][CH2:34][CH3:35])[CH2:38][CH2:39][CH2:40][NH:41][C:13](=[O:15])[C@@H:12]([NH:11][C:9](=[O:10])[O:8][CH2:1][C:2]1[CH:3]=[CH:4][CH:5]=[CH:6][CH:7]=1)[C:16]([SH:19])([CH3:18])[CH3:17])[CH3:44], predict the reactants needed to synthesize it. The reactants are: [CH2:1]([O:8][C:9]([NH:11][C@@H:12]([C:16]([SH:19])([CH3:18])[CH3:17])[C:13]([OH:15])=O)=[O:10])[C:2]1[CH:7]=[CH:6][CH:5]=[CH:4][CH:3]=1.C1C=CC2N(O)N=NC=2C=1.C(Cl)CCl.[CH2:34]([O:36][CH:37]([O:42][CH2:43][CH3:44])[CH2:38][CH2:39][CH2:40][NH2:41])[CH3:35]. (5) Given the product [Cl:18][C:19]1[CH:20]=[CH:21][C:22]([CH2:23][N:24]2[CH2:25][CH2:26][CH:27]([NH:30][CH2:16][C:14]([OH:15])([CH3:17])[CH2:13][O:12][C:4]3[CH:3]=[C:2]([OH:1])[CH:7]=[CH:6][C:5]=3[NH:8][C:9](=[O:11])[CH3:10])[CH2:28][CH2:29]2)=[CH:31][CH:32]=1, predict the reactants needed to synthesize it. The reactants are: [OH:1][C:2]1[CH:7]=[CH:6][C:5]([NH:8][C:9](=[O:11])[CH3:10])=[C:4]([O:12][CH2:13][C:14]2([CH3:17])[CH2:16][O:15]2)[CH:3]=1.[Cl:18][C:19]1[CH:32]=[CH:31][C:22]([CH2:23][N:24]2[CH2:29][CH2:28][CH:27]([NH2:30])[CH2:26][CH2:25]2)=[CH:21][CH:20]=1.C(OC(C)C)(=O)C. (6) Given the product [CH3:1][O:2][C:3]1[CH:8]=[CH:7][CH:6]=[CH:5][C:4]=1[CH2:9][C:10]([NH:29][C:30]1[CH:35]=[CH:34][C:33]([N+:36]([O-:38])=[O:37])=[CH:32][N:31]=1)=[O:12], predict the reactants needed to synthesize it. The reactants are: [CH3:1][O:2][C:3]1[CH:8]=[CH:7][CH:6]=[CH:5][C:4]=1[CH2:9][C:10]([OH:12])=O.S(Cl)(Cl)=O.COC1C=CC=CC=1CC(Cl)=O.[NH2:29][C:30]1[CH:35]=[CH:34][C:33]([N+:36]([O-:38])=[O:37])=[CH:32][N:31]=1. (7) Given the product [CH3:18][C:2]1([CH3:1])[O:6][N:5]=[C:4]([S:7][CH2:8][C:9]2[C:10]([CH:15]([OH:17])[CH3:16])=[N:11][N:12]([CH3:14])[N:13]=2)[CH2:3]1, predict the reactants needed to synthesize it. The reactants are: [CH3:1][C:2]1([CH3:18])[O:6][N:5]=[C:4]([S:7][CH2:8][C:9]2[C:10]([C:15](=[O:17])[CH3:16])=[N:11][N:12]([CH3:14])[N:13]=2)[CH2:3]1.[BH4-].[Na+].